From a dataset of NCI-60 drug combinations with 297,098 pairs across 59 cell lines. Regression. Given two drug SMILES strings and cell line genomic features, predict the synergy score measuring deviation from expected non-interaction effect. (1) Drug 1: CC(CN1CC(=O)NC(=O)C1)N2CC(=O)NC(=O)C2. Drug 2: CC1=C(N=C(N=C1N)C(CC(=O)N)NCC(C(=O)N)N)C(=O)NC(C(C2=CN=CN2)OC3C(C(C(C(O3)CO)O)O)OC4C(C(C(C(O4)CO)O)OC(=O)N)O)C(=O)NC(C)C(C(C)C(=O)NC(C(C)O)C(=O)NCCC5=NC(=CS5)C6=NC(=CS6)C(=O)NCCC[S+](C)C)O. Cell line: CCRF-CEM. Synergy scores: CSS=62.2, Synergy_ZIP=-0.663, Synergy_Bliss=1.17, Synergy_Loewe=0.680, Synergy_HSA=0.715. (2) Drug 1: C(=O)(N)NO. Drug 2: CCC1(CC2CC(C3=C(CCN(C2)C1)C4=CC=CC=C4N3)(C5=C(C=C6C(=C5)C78CCN9C7C(C=CC9)(C(C(C8N6C)(C(=O)OC)O)OC(=O)C)CC)OC)C(=O)OC)O.OS(=O)(=O)O. Cell line: RPMI-8226. Synergy scores: CSS=-4.64, Synergy_ZIP=2.49, Synergy_Bliss=3.75, Synergy_Loewe=-0.774, Synergy_HSA=-2.71. (3) Cell line: A549. Drug 2: CC1=C(N=C(N=C1N)C(CC(=O)N)NCC(C(=O)N)N)C(=O)NC(C(C2=CN=CN2)OC3C(C(C(C(O3)CO)O)O)OC4C(C(C(C(O4)CO)O)OC(=O)N)O)C(=O)NC(C)C(C(C)C(=O)NC(C(C)O)C(=O)NCCC5=NC(=CS5)C6=NC(=CS6)C(=O)NCCC[S+](C)C)O. Drug 1: C1C(C(OC1N2C=C(C(=O)NC2=O)F)CO)O. Synergy scores: CSS=29.1, Synergy_ZIP=-9.96, Synergy_Bliss=-4.18, Synergy_Loewe=-13.9, Synergy_HSA=-0.680. (4) Drug 1: CC1=C2C(C(=O)C3(C(CC4C(C3C(C(C2(C)C)(CC1OC(=O)C(C(C5=CC=CC=C5)NC(=O)C6=CC=CC=C6)O)O)OC(=O)C7=CC=CC=C7)(CO4)OC(=O)C)O)C)OC(=O)C. Drug 2: COC1=C2C(=CC3=C1OC=C3)C=CC(=O)O2. Cell line: HOP-92. Synergy scores: CSS=20.4, Synergy_ZIP=-4.82, Synergy_Bliss=2.49, Synergy_Loewe=-18.4, Synergy_HSA=-0.445. (5) Drug 1: C1=C(C(=O)NC(=O)N1)F. Drug 2: CC1CCCC2(C(O2)CC(NC(=O)CC(C(C(=O)C(C1O)C)(C)C)O)C(=CC3=CSC(=N3)C)C)C. Cell line: KM12. Synergy scores: CSS=16.5, Synergy_ZIP=-10.5, Synergy_Bliss=-21.5, Synergy_Loewe=-19.4, Synergy_HSA=-19.4. (6) Drug 1: CN1CCC(CC1)COC2=C(C=C3C(=C2)N=CN=C3NC4=C(C=C(C=C4)Br)F)OC. Drug 2: CC1=C(C(=O)C2=C(C1=O)N3CC4C(C3(C2COC(=O)N)OC)N4)N. Cell line: M14. Synergy scores: CSS=38.5, Synergy_ZIP=-0.340, Synergy_Bliss=-2.78, Synergy_Loewe=-39.0, Synergy_HSA=-4.99. (7) Drug 1: C1CCC(CC1)NC(=O)N(CCCl)N=O. Drug 2: CC12CCC3C(C1CCC2OP(=O)(O)O)CCC4=C3C=CC(=C4)OC(=O)N(CCCl)CCCl.[Na+]. Cell line: CAKI-1. Synergy scores: CSS=5.51, Synergy_ZIP=-8.44, Synergy_Bliss=-13.5, Synergy_Loewe=-15.7, Synergy_HSA=-11.7. (8) Drug 1: CC(CN1CC(=O)NC(=O)C1)N2CC(=O)NC(=O)C2. Drug 2: C1=NNC2=C1C(=O)NC=N2. Cell line: NCI-H226. Synergy scores: CSS=3.46, Synergy_ZIP=-3.44, Synergy_Bliss=-2.14, Synergy_Loewe=-8.32, Synergy_HSA=-3.97.